Task: Predict the reactants needed to synthesize the given product.. Dataset: Full USPTO retrosynthesis dataset with 1.9M reactions from patents (1976-2016) (1) Given the product [CH3:14][CH:13]([CH3:15])[CH2:12][CH2:11][NH:10][C:8]([C:5]1[N:6]=[N:7][C:2]([N:27]2[CH2:28][CH2:29][CH:24]([CH2:23][CH2:22][C:16]3[CH:21]=[CH:20][CH:19]=[CH:18][CH:17]=3)[CH2:25][CH2:26]2)=[CH:3][CH:4]=1)=[O:9], predict the reactants needed to synthesize it. The reactants are: Cl[C:2]1[N:7]=[N:6][C:5]([C:8]([NH:10][CH2:11][CH2:12][CH:13]([CH3:15])[CH3:14])=[O:9])=[CH:4][CH:3]=1.[C:16]1([CH2:22][CH2:23][CH:24]2[CH2:29][CH2:28][NH:27][CH2:26][CH2:25]2)[CH:21]=[CH:20][CH:19]=[CH:18][CH:17]=1. (2) Given the product [Cl:1][C:2]1[C:3]([C:28]2[C:36]3[C:31](=[CH:32][CH:33]=[CH:34][CH:35]=3)[N:30]([S:37]([C:40]3[CH:41]=[CH:42][CH:43]=[CH:44][CH:45]=3)(=[O:39])=[O:38])[CH:29]=2)=[N:4][C:5]([NH:8][C:9]2[CH:10]=[C:11]([NH2:25])[C:12]([NH:15][CH2:16][C:17]3[CH:18]=[CH:19][C:20]([O:23][CH3:24])=[CH:21][CH:22]=3)=[CH:13][CH:14]=2)=[N:6][CH:7]=1, predict the reactants needed to synthesize it. The reactants are: [Cl:1][C:2]1[C:3]([C:28]2[C:36]3[C:31](=[CH:32][CH:33]=[CH:34][CH:35]=3)[N:30]([S:37]([C:40]3[CH:45]=[CH:44][CH:43]=[CH:42][CH:41]=3)(=[O:39])=[O:38])[CH:29]=2)=[N:4][C:5]([NH:8][C:9]2[CH:14]=[CH:13][C:12]([NH:15][CH2:16][C:17]3[CH:22]=[CH:21][C:20]([O:23][CH3:24])=[CH:19][CH:18]=3)=[C:11]([N+:25]([O-])=O)[CH:10]=2)=[N:6][CH:7]=1. (3) Given the product [Cl:1][C:2]1[CH:7]=[CH:6][C:5]([CH2:8][CH2:9][CH2:10][O:11][CH3:12])=[CH:4][C:3]=1[CH2:13][N:14]([CH:20]1[CH2:21][CH2:22]1)[C:15](=[O:19])/[C:16](/[C:17]#[N:18])=[CH:23]/[C:24]1[CH:29]=[CH:28][CH:27]=[CH:26][CH:25]=1, predict the reactants needed to synthesize it. The reactants are: [Cl:1][C:2]1[CH:7]=[CH:6][C:5]([CH2:8][CH2:9][CH2:10][O:11][CH3:12])=[CH:4][C:3]=1[CH2:13][N:14]([CH:20]1[CH2:22][CH2:21]1)[C:15](=[O:19])[CH2:16][C:17]#[N:18].[CH:23](=O)[C:24]1[CH:29]=[CH:28][CH:27]=[CH:26][CH:25]=1. (4) The reactants are: [F:1][C:2]1[CH:3]=[C:4]([CH2:10][CH2:11][CH2:12][C:13]([OH:15])=O)[CH:5]=[CH:6][C:7]=1[O:8][CH3:9].CS(O)(=O)=O. Given the product [F:1][C:2]1[CH:3]=[C:4]2[C:5](=[CH:6][C:7]=1[O:8][CH3:9])[C:13](=[O:15])[CH2:12][CH2:11][CH2:10]2, predict the reactants needed to synthesize it.